This data is from Catalyst prediction with 721,799 reactions and 888 catalyst types from USPTO. The task is: Predict which catalyst facilitates the given reaction. (1) Reactant: [NH2:1][C:2]1[S:3][C:4]2[CH:10]=[C:9]([S:11][S:12]([C:15]3[CH:20]=[CH:19][C:18]([CH3:21])=[CH:17][CH:16]=3)(=[O:14])=[O:13])[C:8]([C:22]([CH3:25])([CH3:24])[CH3:23])=[CH:7][C:5]=2[N:6]=1.[C:26](Cl)(=[O:28])[CH3:27].N1C=CC=CC=1. Product: [C:26]([NH:1][C:2]1[S:3][C:4]2[CH:10]=[C:9]([S:11][S:12]([C:15]3[CH:20]=[CH:19][C:18]([CH3:21])=[CH:17][CH:16]=3)(=[O:14])=[O:13])[C:8]([C:22]([CH3:25])([CH3:24])[CH3:23])=[CH:7][C:5]=2[N:6]=1)(=[O:28])[CH3:27]. The catalyst class is: 79. (2) Reactant: [OH:1][C:2]1[CH:12]=[CH:11][C:10]([C:13](=[O:15])[CH3:14])=[CH:9][C:3]=1[C:4]([O:6][CH2:7][CH3:8])=[O:5].C(=O)([O-])[O-].[Cs+].[Cs+].[CH2:22](Br)[CH:23]([CH3:25])[CH3:24]. Product: [CH2:7]([O:6][C:4](=[O:5])[C:3]1[CH:9]=[C:10]([C:13](=[O:15])[CH3:14])[CH:11]=[CH:12][C:2]=1[O:1][CH2:22][CH:23]([CH3:25])[CH3:24])[CH3:8]. The catalyst class is: 3. (3) The catalyst class is: 4. Product: [Br:1][C:2]1[CH:7]=[CH:6][C:5]([C@@H:8]([NH:10][C:11](=[O:12])[O:13][C:14]([CH3:17])([CH3:16])[CH3:15])[CH3:9])=[CH:4][CH:3]=1. Reactant: [Br:1][C:2]1[CH:7]=[CH:6][C:5]([C@@H:8]([NH2:10])[CH3:9])=[CH:4][CH:3]=1.[C:11](O[C:11]([O:13][C:14]([CH3:17])([CH3:16])[CH3:15])=[O:12])([O:13][C:14]([CH3:17])([CH3:16])[CH3:15])=[O:12].C(N(CC)CC)C. (4) Reactant: C(P(CCCC)CCCC)CCC.[CH3:14][O:15][C:16](=[O:30])[CH2:17][C:18]1[C:22]2[C:23]([CH3:29])=[CH:24][C:25]([OH:28])=[C:26]([F:27])[C:21]=2[S:20][CH:19]=1.[CH3:31][C:32]1[C:37]([CH2:38]O)=[CH:36][CH:35]=[C:34]([C:40]([F:43])([F:42])[F:41])[N:33]=1.C1CCN(C(N=NC(N2CCCCC2)=O)=O)CC1. Product: [CH3:14][O:15][C:16](=[O:30])[CH2:17][C:18]1[C:22]2[C:23]([CH3:29])=[CH:24][C:25]([O:28][CH2:38][C:37]3[C:32]([CH3:31])=[N:33][C:34]([C:40]([F:43])([F:41])[F:42])=[CH:35][CH:36]=3)=[C:26]([F:27])[C:21]=2[S:20][CH:19]=1. The catalyst class is: 1.